Task: Predict the reaction yield, written as a fraction of the theoretical maximum amount of product (1.0 means a 100% yield; for example, 0.34 means a 34% yield).. Dataset: Reaction yield outcomes from USPTO patents with 853,638 reactions (1) The reactants are O[CH2:2][C:3]1[CH:7]=[C:6]([CH2:8][NH:9][C:10]2[N:15]=[C:14]([NH:16][C:17]3[NH:21][N:20]=[C:19]([CH2:22][CH2:23][C:24]4[CH:25]=[C:26]([OH:30])[CH:27]=[CH:28][CH:29]=4)[CH:18]=3)[CH:13]=[CH:12][N:11]=2)[O:5][N:4]=1.S(Cl)(Cl)=O.[CH3:35][NH:36][CH3:37]. The catalyst is C(Cl)Cl.C1COCC1. The product is [CH3:35][N:36]([CH2:2][C:3]1[CH:7]=[C:6]([CH2:8][NH:9][C:10]2[N:15]=[C:14]([NH:16][C:17]3[NH:21][N:20]=[C:19]([CH2:22][CH2:23][C:24]4[CH:25]=[C:26]([OH:30])[CH:27]=[CH:28][CH:29]=4)[CH:18]=3)[CH:13]=[CH:12][N:11]=2)[O:5][N:4]=1)[CH3:37]. The yield is 0.250. (2) The reactants are [CH:1]1([N:9]2[C:12](=[O:13])[C:11]([CH3:15])([CH3:14])[N:10]2[C:16]([C:18]2[CH:23]=[CH:22][CH:21]=[CH:20][C:19]=2[N+:24]([O-])=O)=[O:17])[CH2:8][CH2:7][CH2:6][CH2:5][CH2:4][CH2:3][CH2:2]1. The catalyst is CO.[C].[Pd]. The product is [NH2:24][C:19]1[CH:20]=[CH:21][CH:22]=[CH:23][C:18]=1[C:16]([N:10]1[C:11]([CH3:15])([CH3:14])[C:12](=[O:13])[N:9]1[CH:1]1[CH2:8][CH2:7][CH2:6][CH2:5][CH2:4][CH2:3][CH2:2]1)=[O:17]. The yield is 0.721. (3) The reactants are [C:1](OC(=O)C)(=[O:3])[CH3:2].[CH3:8][CH:9]([CH2:18][CH2:19][CH:20]=[C:21]([CH3:23])[CH3:22])[CH2:10][CH:11]([OH:17])[CH:12]([N+:14]([O-:16])=[O:15])[CH3:13]. The catalyst is OS(O)(=O)=O.CCOCC. The product is [C:1]([O:17][CH:11]([CH2:10][CH:9]([CH3:8])[CH2:18][CH2:19][CH:20]=[C:21]([CH3:23])[CH3:22])[CH:12]([N+:14]([O-:16])=[O:15])[CH3:13])(=[O:3])[CH3:2]. The yield is 0.880. (4) The reactants are Cl[C:2]1[C:11]2[C:6](=[CH:7][CH:8]=[CH:9][CH:10]=2)[N:5]=[CH:4][CH:3]=1.C1(P(C2CCCCC2)C2C=CC=CC=2C2C(C(C)C)=CC(C(C)C)=CC=2C(C)C)CCCCC1.C(=O)([O-])[O-].[Cs+].[Cs+].[C:52]([C:54]1[CH:59]=[CH:58][CH:57]=[CH:56][C:55]=1[F:60])#[CH:53]. The catalyst is CC#N.CC#N.Cl[Pd]Cl.C(#N)C. The product is [F:60][C:55]1[CH:56]=[CH:57][CH:58]=[CH:59][C:54]=1[C:52]#[C:53][C:2]1[C:11]2[C:6](=[CH:7][CH:8]=[CH:9][CH:10]=2)[N:5]=[CH:4][CH:3]=1. The yield is 0.620. (5) The reactants are Br[C:2]1[CH:7]=[CH:6][C:5]([Br:8])=[CH:4][CH:3]=1.[CH:9]1[C:21]2[NH:20][C:19]3[C:14](=[CH:15][CH:16]=[CH:17][CH:18]=3)[C:13]=2[CH:12]=[CH:11][CH:10]=1.C(=O)([O-])[O-].[K+].[K+].C1OCCOCCOCCOCCOCCOC1. The catalyst is [Cu](I)I.CN1C(=O)N(C)CCC1. The product is [Br:8][C:5]1[CH:6]=[CH:7][C:2]([N:20]2[C:21]3[CH:9]=[CH:10][CH:11]=[CH:12][C:13]=3[C:14]3[C:19]2=[CH:18][CH:17]=[CH:16][CH:15]=3)=[CH:3][CH:4]=1. The yield is 0.350. (6) The reactants are [CH3:1][S:2]([C:5]1[CH:10]=[CH:9][C:8]([C:11]2[C:12]([O:31][C:32]3[CH:37]=[CH:36][C:35]([O:38][CH2:39][CH2:40][N:41]4[CH2:46][CH2:45][CH2:44][CH2:43][CH2:42]4)=[CH:34][CH:33]=3)=[C:13]3[C:18](=[CH:19][CH:20]=2)[CH:17]=[C:16]([O:21][C:22](=[O:30])[C:23]2[CH:28]=[CH:27][C:26]([F:29])=[CH:25][CH:24]=2)[CH:15]=[CH:14]3)=[CH:7][CH:6]=1)(=[O:4])=[O:3].[ClH:47].CCOCC. The catalyst is ClCCl. The product is [ClH:47].[CH3:1][S:2]([C:5]1[CH:6]=[CH:7][C:8]([C:11]2[C:12]([O:31][C:32]3[CH:37]=[CH:36][C:35]([O:38][CH2:39][CH2:40][N:41]4[CH2:46][CH2:45][CH2:44][CH2:43][CH2:42]4)=[CH:34][CH:33]=3)=[C:13]3[C:18](=[CH:19][CH:20]=2)[CH:17]=[C:16]([O:21][C:22](=[O:30])[C:23]2[CH:24]=[CH:25][C:26]([F:29])=[CH:27][CH:28]=2)[CH:15]=[CH:14]3)=[CH:9][CH:10]=1)(=[O:3])=[O:4]. The yield is 1.00.